Dataset: Full USPTO retrosynthesis dataset with 1.9M reactions from patents (1976-2016). Task: Predict the reactants needed to synthesize the given product. (1) Given the product [CH:8]1[N:7]=[CH:6][N:5]2[CH2:4][CH2:3][CH:2]([C:10]3[CH:17]=[CH:16][C:13]([C:14]#[N:15])=[CH:12][CH:11]=3)[C:9]=12, predict the reactants needed to synthesize it. The reactants are: O[C:2]1([C:10]2[CH:17]=[CH:16][C:13]([C:14]#[N:15])=[CH:12][CH:11]=2)[C:9]2[N:5]([CH:6]=[N:7][CH:8]=2)[CH2:4][CH2:3]1.S(Cl)(Cl)=O.C(=O)([O-])O.[Na+]. (2) Given the product [Cl:1][C:2]1[C:3]2[N:18]=[C:19]([NH:20][C:21]3[CH:26]=[CH:25][C:24]([O:27][CH3:28])=[CH:23][C:22]=3[Cl:29])[N:12]([CH2:13][CH2:14][CH2:15][CH2:16][OH:17])[C:4]=2[C:5]([C:6]([O:8][CH3:9])=[O:7])=[CH:10][CH:11]=1, predict the reactants needed to synthesize it. The reactants are: [Cl:1][C:2]1[CH:11]=[CH:10][C:5]([C:6]([O:8][CH3:9])=[O:7])=[C:4]([NH:12][CH2:13][CH2:14][CH2:15][CH2:16][OH:17])[C:3]=1[NH:18][C:19](=S)[NH:20][C:21]1[CH:26]=[CH:25][C:24]([O:27][CH3:28])=[CH:23][C:22]=1[Cl:29].C(N(CC)CC)C.Cl.C(N=C=NCCCN(C)C)C. (3) Given the product [I:1][C:2]1[CH:3]=[C:4]2[C:8](=[CH:9][CH:10]=1)[N:7]([S:22]([C:19]1[CH:20]=[CH:21][C:16]([C:15]3[O:11][CH:12]=[N:13][CH:14]=3)=[CH:17][CH:18]=1)(=[O:23])=[O:24])[CH:6]=[CH:5]2, predict the reactants needed to synthesize it. The reactants are: [I:1][C:2]1[CH:3]=[C:4]2[C:8](=[CH:9][CH:10]=1)[NH:7][CH:6]=[CH:5]2.[O:11]1[C:15]([C:16]2[CH:21]=[CH:20][C:19]([S:22](Cl)(=[O:24])=[O:23])=[CH:18][CH:17]=2)=[CH:14][N:13]=[CH:12]1. (4) Given the product [NH2:13][C:11]1[N:12]=[C:7]([N:1]2[CH2:2][CH2:3][N:4]([C:31](=[O:32])[CH2:30][O:29][C:28]3[CH:34]=[CH:35][C:25]([Cl:24])=[CH:26][CH:27]=3)[CH2:5][CH2:6]2)[C:8]2[N:16]=[C:15]([C:17]3[CH:22]=[CH:21][C:20]([CH3:23])=[CH:19][CH:18]=3)[S:14][C:9]=2[N:10]=1, predict the reactants needed to synthesize it. The reactants are: [N:1]1([C:7]2[C:8]3[N:16]=[C:15]([C:17]4[CH:22]=[CH:21][C:20]([CH3:23])=[CH:19][CH:18]=4)[S:14][C:9]=3[N:10]=[C:11]([NH2:13])[N:12]=2)[CH2:6][CH2:5][NH:4][CH2:3][CH2:2]1.[Cl:24][C:25]1[CH:35]=[CH:34][C:28]([O:29][CH2:30][C:31](O)=[O:32])=[CH:27][CH:26]=1. (5) Given the product [C:6]([O:9][CH2:10][CH2:11][CH2:12][S:13][C:14]1[S:15][C:16]([CH:22]=[O:23])=[CH:17][CH:18]=1)(=[O:8])[CH3:7], predict the reactants needed to synthesize it. The reactants are: O=P(Cl)(Cl)Cl.[C:6]([O:9][CH2:10][CH2:11][CH2:12][S:13][C:14]1[S:15][CH:16]=[CH:17][CH:18]=1)(=[O:8])[CH3:7].CN([CH:22]=[O:23])C.C(=O)([O-])[O-].[Na+].[Na+]. (6) Given the product [CH2:1]([O:8][C:9]1[CH:14]=[CH:13][C:12]([C:33]2([OH:40])[C:34]3[C:39](=[CH:38][CH:37]=[CH:36][CH:35]=3)[N:31]([CH:30]([C:24]3[CH:25]=[CH:26][CH:27]=[CH:28][CH:29]=3)[C:42]3[CH:47]=[CH:46][CH:45]=[CH:44][CH:43]=3)[C:32]2=[O:41])=[C:11]([OH:15])[CH:10]=1)[C:2]1[CH:3]=[CH:4][CH:5]=[CH:6][CH:7]=1, predict the reactants needed to synthesize it. The reactants are: [CH2:1]([O:8][C:9]1[CH:10]=[C:11]([OH:15])[CH:12]=[CH:13][CH:14]=1)[C:2]1[CH:7]=[CH:6][CH:5]=[CH:4][CH:3]=1.BrC1C=C(O)C=CC=1.[C:24]1([CH:30]([C:42]2[CH:47]=[CH:46][CH:45]=[CH:44][CH:43]=2)[N:31]2[C:39]3[C:34](=[CH:35][CH:36]=[CH:37][CH:38]=3)[C:33](=[O:40])[C:32]2=[O:41])[CH:29]=[CH:28][CH:27]=[CH:26][CH:25]=1.FC(F)(F)C1OC(CN2C3C(=CC=CC=3)C(=O)C2=O)=CC=1. (7) Given the product [CH3:57][C:58]1[CH:59]=[CH:50][CH:51]=[C:52]([CH3:53])[C:30]=1[C:10]1[CH:9]=[C:8]([N:1]2[CH2:6][CH2:5][O:4][CH2:3][CH2:2]2)[CH:13]=[CH:12][C:11]=1/[CH:15]=[CH:16]/[CH:17]1[CH2:18][CH2:19][N:20]([C:23]([O:34][C:32]([CH3:35])([CH3:33])[CH3:31])=[O:25])[CH2:21][CH2:22]1, predict the reactants needed to synthesize it. The reactants are: [NH:1]1[CH2:6][CH2:5][O:4][CH2:3][CH2:2]1.Br[C:8]1[CH:13]=[C:12](C)[C:11](/[CH:15]=[CH:16]/[CH:17]2[CH2:22][CH2:21][N:20]([C:23]([O:25]C(C)(C)C)=O)[CH2:19][CH2:18]2)=[C:10]([CH3:30])[CH:9]=1.[CH3:31][C:32]([CH3:35])([O-:34])[CH3:33].[Na+].C1C=CC(P([C:50]2[C:59]([C:53]3[C:52](P(C4C=CC=CC=4)C4C=CC=CC=4)=[CH:51][CH:50]=[C:59]4[C:58]=3[CH:57]=CC=C4)=[C:58]3[C:53](C=CC=[CH:57]3)=[CH:52][CH:51]=2)C2C=CC=CC=2)=CC=1.